From a dataset of Reaction yield outcomes from USPTO patents with 853,638 reactions. Predict the reaction yield, written as a fraction of the theoretical maximum amount of product (1.0 means a 100% yield; for example, 0.34 means a 34% yield). The reactants are [OH-].[Na+].C[O:4][C:5](=[O:45])[CH2:6][C:7]1[CH:12]=[CH:11][C:10]([C:13]2[CH:18]=[CH:17][C:16]([C:19]([CH2:41][CH3:42])([C:22]3[CH:27]=[CH:26][C:25](/[CH:28]=[CH:29]/[C:30]([OH:39])([C:35]([F:38])([F:37])[F:36])[C:31]([F:34])([F:33])[F:32])=[C:24]([CH3:40])[CH:23]=3)[CH2:20][CH3:21])=[CH:15][C:14]=2[CH3:43])=[CH:9][C:8]=1[Cl:44]. The catalyst is CO.O1CCCC1. The product is [Cl:44][C:8]1[CH:9]=[C:10]([C:13]2[CH:18]=[CH:17][C:16]([C:19]([CH2:41][CH3:42])([C:22]3[CH:27]=[CH:26][C:25](/[CH:28]=[CH:29]/[C:30]([OH:39])([C:31]([F:32])([F:33])[F:34])[C:35]([F:37])([F:38])[F:36])=[C:24]([CH3:40])[CH:23]=3)[CH2:20][CH3:21])=[CH:15][C:14]=2[CH3:43])[CH:11]=[CH:12][C:7]=1[CH2:6][C:5]([OH:45])=[O:4]. The yield is 0.530.